From a dataset of Forward reaction prediction with 1.9M reactions from USPTO patents (1976-2016). Predict the product of the given reaction. (1) Given the reactants C(O)C.C(O[CH2:12][C:13]1([CH3:39])[CH2:17][C:16]2[C:18]([CH3:38])=[C:19]([N:24]3[CH2:29][CH2:28][N:27]([C:30]4[CH:35]=[CH:34][C:33]([O:36][CH3:37])=[CH:32][CH:31]=4)[CH2:26][CH2:25]3)[C:20]([CH3:23])=[C:21]([CH3:22])[C:15]=2[O:14]1)C1C=CC=CC=1.[CH:40]([OH:42])=[O:41], predict the reaction product. The product is: [CH:40]([O:42][CH2:12][C:13]1([CH3:39])[CH2:17][C:16]2[C:18]([CH3:38])=[C:19]([N:24]3[CH2:29][CH2:28][N:27]([C:30]4[CH:31]=[CH:32][C:33]([O:36][CH3:37])=[CH:34][CH:35]=4)[CH2:26][CH2:25]3)[C:20]([CH3:23])=[C:21]([CH3:22])[C:15]=2[O:14]1)=[O:41]. (2) Given the reactants [CH2:1]([N:8]1[C:13]([CH3:15])([CH3:14])[CH2:12][CH2:11][CH:10]([C:16]([OH:18])=O)[CH2:9]1)[C:2]1[CH:7]=[CH:6][CH:5]=[CH:4][CH:3]=1.ClC(N(C)C)=C(C)C.[Cl:27][C:28]1[C:29]([C:35]2[CH:40]=[CH:39][CH:38]=[C:37]([NH:41][CH2:42][CH:43]3[CH2:48][CH2:47][O:46][CH2:45][CH2:44]3)[N:36]=2)=[CH:30][C:31]([NH2:34])=[N:32][CH:33]=1.N1C=CC=CC=1, predict the reaction product. The product is: [Cl:27][C:28]1[C:29]([C:35]2[CH:40]=[CH:39][CH:38]=[C:37]([NH:41][CH2:42][CH:43]3[CH2:48][CH2:47][O:46][CH2:45][CH2:44]3)[N:36]=2)=[CH:30][C:31]([NH:34][C:16]([CH:10]2[CH2:11][CH2:12][C:13]([CH3:14])([CH3:15])[N:8]([CH2:1][C:2]3[CH:3]=[CH:4][CH:5]=[CH:6][CH:7]=3)[CH2:9]2)=[O:18])=[N:32][CH:33]=1. (3) Given the reactants [CH3:1][C:2]1[CH:3]=[C:4]([CH:8]=[CH:9][C:10]=1[C:11]([N:13]1[CH2:17][CH2:16][CH2:15][CH2:14]1)=[O:12])[C:5]([OH:7])=O.CN(C(ON1N=NC2C=CC=CC1=2)=[N+](C)C)C.[B-](F)(F)(F)F.C(N(C(C)C)CC)(C)C.[Cl:49][C:50]1[CH:61]=[CH:60][C:53]2[NH:54][C:55]([C@H:57]([NH2:59])[CH3:58])=[N:56][C:52]=2[CH:51]=1.ClCl, predict the reaction product. The product is: [Cl:49][C:50]1[CH:61]=[CH:60][C:53]2[NH:54][C:55]([C@H:57]([NH:59][C:5](=[O:7])[C:4]3[CH:8]=[CH:9][C:10]([C:11]([N:13]4[CH2:17][CH2:16][CH2:15][CH2:14]4)=[O:12])=[C:2]([CH3:1])[CH:3]=3)[CH3:58])=[N:56][C:52]=2[CH:51]=1. (4) Given the reactants [Br:1][C:2]1[CH:17]=[CH:16][C:5]([NH:6][CH2:7][C:8]([C:10]2[CH:15]=[CH:14][CH:13]=[CH:12][CH:11]=2)=[O:9])=[CH:4][CH:3]=1.[BH4-].[Na+], predict the reaction product. The product is: [Br:1][C:2]1[CH:3]=[CH:4][C:5]([NH:6][CH2:7][CH:8]([C:10]2[CH:15]=[CH:14][CH:13]=[CH:12][CH:11]=2)[OH:9])=[CH:16][CH:17]=1. (5) Given the reactants BrC1C=C[C:5]([OH:36])=[C:6]([C:8]2[CH:17]=[CH:16][C:15]3[C:10](=[CH:11][CH:12]=[C:13]([C:18]4[N:22]([CH:23]5[CH2:28][CH2:27][CH2:26][CH2:25][CH2:24]5)[C:21]5[CH:29]=[CH:30][C:31]([C:33]([OH:35])=[O:34])=[CH:32][C:20]=5[N:19]=4)[CH:14]=3)[N:9]=2)[CH:7]=1.C(OC(C1C=CC2N(C3CCCCC3)C(C3C=CC(N)=C(C=O)C=3)=NC=2C=1)=O)C.C(C1C(=O)[NH:71][C:72](=[O:82])[N:73]([C:75]2[C:76]([Cl:81])=[N:77][CH:78]=[CH:79][CH:80]=2)C=1)(=O)C.[OH-].[K+], predict the reaction product. The product is: [Cl:81][C:76]1[C:75]([N:73]2[CH:7]=[C:6]([C:8]3[CH:17]=[CH:16][C:15]4[C:10](=[CH:11][CH:12]=[C:13]([C:18]5[N:22]([CH:23]6[CH2:28][CH2:27][CH2:26][CH2:25][CH2:24]6)[C:21]6[CH:29]=[CH:30][C:31]([C:33]([OH:35])=[O:34])=[CH:32][C:20]=6[N:19]=5)[CH:14]=4)[N:9]=3)[C:5](=[O:36])[NH:71][C:72]2=[O:82])=[CH:80][CH:79]=[CH:78][N:77]=1.